From a dataset of Reaction yield outcomes from USPTO patents with 853,638 reactions. Predict the reaction yield, written as a fraction of the theoretical maximum amount of product (1.0 means a 100% yield; for example, 0.34 means a 34% yield). (1) The reactants are Br[C:2]1[CH:9]=[CH:8][C:7]([OH:10])=[CH:6][C:3]=1[CH:4]=[O:5].[Cl:11][C:12]1[CH:13]=[C:14](B(O)O)[CH:15]=[CH:16][C:17]=1[O:18][CH3:19].C([O-])([O-])=O.[Na+].[Na+]. The catalyst is [Pd]. The yield is 0.930. The product is [Cl:11][C:12]1[CH:13]=[C:14]([C:2]2[C:3]([CH:4]=[O:5])=[CH:6][C:7]([OH:10])=[CH:8][CH:9]=2)[CH:15]=[CH:16][C:17]=1[O:18][CH3:19]. (2) The reactants are [Cl:1][C:2]1[CH:3]=[C:4]([CH:9]([CH:16]([OH:26])[C:17]2[CH:22]=[CH:21][CH:20]=[CH:19][C:18]=2[S:23]([CH3:25])=[O:24])[CH2:10][N:11](C)[C:12](=O)[O-])[CH:5]=[CH:6][C:7]=1[Cl:8].C(O)(C(F)(F)F)=O. The catalyst is C(Cl)Cl. The product is [Cl:1][C:2]1[CH:3]=[C:4]([C@@H:9]([CH2:10][NH:11][CH3:12])[C@@H:16]([C:17]2[CH:22]=[CH:21][CH:20]=[CH:19][C:18]=2[S:23]([CH3:25])=[O:24])[OH:26])[CH:5]=[CH:6][C:7]=1[Cl:8]. The yield is 0.940.